From a dataset of NCI-60 drug combinations with 297,098 pairs across 59 cell lines. Regression. Given two drug SMILES strings and cell line genomic features, predict the synergy score measuring deviation from expected non-interaction effect. (1) Drug 1: C1=C(C(=O)NC(=O)N1)N(CCCl)CCCl. Cell line: LOX IMVI. Synergy scores: CSS=34.6, Synergy_ZIP=-12.3, Synergy_Bliss=-6.76, Synergy_Loewe=-4.69, Synergy_HSA=-4.48. Drug 2: CC(C)(C#N)C1=CC(=CC(=C1)CN2C=NC=N2)C(C)(C)C#N. (2) Drug 1: CNC(=O)C1=CC=CC=C1SC2=CC3=C(C=C2)C(=NN3)C=CC4=CC=CC=N4. Drug 2: CS(=O)(=O)OCCCCOS(=O)(=O)C. Cell line: HOP-92. Synergy scores: CSS=3.96, Synergy_ZIP=-1.18, Synergy_Bliss=-6.92, Synergy_Loewe=-7.61, Synergy_HSA=-8.67. (3) Drug 1: CCC1=CC2CC(C3=C(CN(C2)C1)C4=CC=CC=C4N3)(C5=C(C=C6C(=C5)C78CCN9C7C(C=CC9)(C(C(C8N6C)(C(=O)OC)O)OC(=O)C)CC)OC)C(=O)OC.C(C(C(=O)O)O)(C(=O)O)O. Drug 2: C1=NC2=C(N=C(N=C2N1C3C(C(C(O3)CO)O)O)F)N. Cell line: NCI-H226. Synergy scores: CSS=29.9, Synergy_ZIP=0.935, Synergy_Bliss=1.50, Synergy_Loewe=-27.5, Synergy_HSA=-0.320. (4) Drug 2: CC(C)NC(=O)C1=CC=C(C=C1)CNNC.Cl. Drug 1: CCN(CC)CCCC(C)NC1=C2C=C(C=CC2=NC3=C1C=CC(=C3)Cl)OC. Cell line: SF-295. Synergy scores: CSS=12.0, Synergy_ZIP=5.57, Synergy_Bliss=10.8, Synergy_Loewe=7.36, Synergy_HSA=7.33. (5) Drug 1: C1=CN(C(=O)N=C1N)C2C(C(C(O2)CO)O)O.Cl. Drug 2: CC1=C(C=C(C=C1)C(=O)NC2=CC(=CC(=C2)C(F)(F)F)N3C=C(N=C3)C)NC4=NC=CC(=N4)C5=CN=CC=C5. Cell line: T-47D. Synergy scores: CSS=11.8, Synergy_ZIP=-4.49, Synergy_Bliss=3.23, Synergy_Loewe=-3.48, Synergy_HSA=1.51.